From a dataset of NCI-60 drug combinations with 297,098 pairs across 59 cell lines. Regression. Given two drug SMILES strings and cell line genomic features, predict the synergy score measuring deviation from expected non-interaction effect. Drug 1: CNC(=O)C1=CC=CC=C1SC2=CC3=C(C=C2)C(=NN3)C=CC4=CC=CC=N4. Drug 2: CC1=C(C(=CC=C1)Cl)NC(=O)C2=CN=C(S2)NC3=CC(=NC(=N3)C)N4CCN(CC4)CCO. Cell line: SW-620. Synergy scores: CSS=4.18, Synergy_ZIP=-2.97, Synergy_Bliss=-2.04, Synergy_Loewe=-5.03, Synergy_HSA=-2.99.